Dataset: Full USPTO retrosynthesis dataset with 1.9M reactions from patents (1976-2016). Task: Predict the reactants needed to synthesize the given product. (1) Given the product [Cl:8][CH2:7][C:6]([CH3:10])([CH3:9])[C:5]([N:4]([C@H:12]1[C:20]2[C:15](=[CH:16][CH:17]=[CH:18][CH:19]=2)[CH2:14][CH2:13]1)[CH2:1]/[CH:2]=[CH:3]/[C:22]1[CH:23]=[C:24]2[CH2:39][C@@:29]3([C:37]4[C:32](=[N:33][CH:34]=[CH:35][CH:36]=4)[NH:31][C:30]3=[O:38])[CH2:28][C:25]2=[N:26][CH:27]=1)=[O:11], predict the reactants needed to synthesize it. The reactants are: [CH2:1]([N:4]([C@H:12]1[C:20]2[C:15](=[CH:16][CH:17]=[CH:18][CH:19]=2)[CH2:14][CH2:13]1)[C:5](=[O:11])[C:6]([CH3:10])([CH3:9])[CH2:7][Cl:8])[CH:2]=[CH2:3].I[C:22]1[CH:23]=[C:24]2[CH2:39][C@@:29]3([C:37]4[C:32](=[N:33][CH:34]=[CH:35][CH:36]=4)[NH:31][C:30]3=[O:38])[CH2:28][C:25]2=[N:26][CH:27]=1.C1(CNCC2CCCCC2)CCCCC1. (2) Given the product [Cl:1][C:2]1[CH:7]=[CH:6][N:5]=[C:4]2[CH:8]=[C:9]([C:16]3[CH:21]=[CH:20][C:19]([O:22][CH3:23])=[CH:18][N:17]=3)[S:10][C:3]=12, predict the reactants needed to synthesize it. The reactants are: [Cl:1][C:2]1[CH:7]=[CH:6][N:5]=[C:4]2[CH:8]=[C:9]([Sn](C)(C)C)[S:10][C:3]=12.I[C:16]1[CH:21]=[CH:20][C:19]([O:22][CH3:23])=[CH:18][N:17]=1.